This data is from Forward reaction prediction with 1.9M reactions from USPTO patents (1976-2016). The task is: Predict the product of the given reaction. (1) Given the reactants [CH3:1][C:2]1[O:6][C:5]([C:7]2[CH:12]=[CH:11][C:10]([N:13]([CH3:20])[C:14]3[CH:19]=[CH:18][CH:17]=[CH:16][CH:15]=3)=[CH:9][CH:8]=2)=[N:4][C:3]=1[CH2:21][CH2:22][OH:23].[C:24]1([CH3:34])[CH:29]=[CH:28][C:27]([S:30](Cl)(=[O:32])=[O:31])=[CH:26][CH:25]=1.C(N(CC)CC)C, predict the reaction product. The product is: [CH3:1][C:2]1[O:6][C:5]([C:7]2[CH:8]=[CH:9][C:10]([N:13]([CH3:20])[C:14]3[CH:19]=[CH:18][CH:17]=[CH:16][CH:15]=3)=[CH:11][CH:12]=2)=[N:4][C:3]=1[CH2:21][CH2:22][O:23][S:30]([C:27]1[CH:28]=[CH:29][C:24]([CH3:34])=[CH:25][CH:26]=1)(=[O:32])=[O:31]. (2) Given the reactants Br[C:2]1[CH:3]=[C:4]([CH:7]=[O:8])[S:5][CH:6]=1.C([O-])([O-])=O.[Na+].[Na+].[C:15]1(B(O)O)[CH:20]=[CH:19][CH:18]=[CH:17][CH:16]=1, predict the reaction product. The product is: [C:15]1([C:2]2[CH:3]=[C:4]([CH:7]=[O:8])[S:5][CH:6]=2)[CH:20]=[CH:19][CH:18]=[CH:17][CH:16]=1. (3) Given the reactants [CH2:1]([NH:8][C:9]([C:11]1[S:15][C:14]([N:16]2[CH:20]=[C:19]([C:21]([OH:23])=O)[N:18]=[N:17]2)=[N:13][C:12]=1[CH3:24])=[O:10])[C:2]1[CH:7]=[CH:6][CH:5]=[CH:4][CH:3]=1.ON1C2C=CC=CC=2N=N1.CN(C)CCCN=C=NCC.C(N(CC)C(C)C)(C)C.[CH2:55]([NH2:62])[C:56]1[CH:61]=[CH:60][CH:59]=[CH:58][CH:57]=1, predict the reaction product. The product is: [CH2:1]([NH:8][C:9]([C:11]1[S:15][C:14]([N:16]2[CH:20]=[C:19]([C:21](=[O:23])[NH:62][CH2:55][C:56]3[CH:61]=[CH:60][CH:59]=[CH:58][CH:57]=3)[N:18]=[N:17]2)=[N:13][C:12]=1[CH3:24])=[O:10])[C:2]1[CH:3]=[CH:4][CH:5]=[CH:6][CH:7]=1.